This data is from Reaction yield outcomes from USPTO patents with 853,638 reactions. The task is: Predict the reaction yield, written as a fraction of the theoretical maximum amount of product (1.0 means a 100% yield; for example, 0.34 means a 34% yield). The reactants are Br[C:2]1[CH:7]=[CH:6][C:5]([Cl:8])=[C:4]([O:9][CH3:10])[CH:3]=1.C1(N(C)C2CCCCC2)CCCCC1.[C:25]([O:29][CH3:30])(=[O:28])[CH:26]=[CH2:27]. The catalyst is O1CCOCC1.C1C=CC(/C=C/C(/C=C/C2C=CC=CC=2)=O)=CC=1.C1C=CC(/C=C/C(/C=C/C2C=CC=CC=2)=O)=CC=1.C1C=CC(/C=C/C(/C=C/C2C=CC=CC=2)=O)=CC=1.[Pd].[Pd].P(C(C)(C)C)(C(C)(C)C)C(C)(C)C. The product is [Cl:8][C:5]1[CH:6]=[CH:7][C:2](/[CH:27]=[CH:26]/[C:25]([O:29][CH3:30])=[O:28])=[CH:3][C:4]=1[O:9][CH3:10]. The yield is 0.530.